From a dataset of Full USPTO retrosynthesis dataset with 1.9M reactions from patents (1976-2016). Predict the reactants needed to synthesize the given product. (1) The reactants are: [OH:1][CH2:2][C:3]([NH:6][S:7]([C:10]1[S:14][C:13]([NH:15]C(=O)C)=[N:12][CH:11]=1)(=[O:9])=[O:8])([CH3:5])[CH3:4]. Given the product [OH:1][CH2:2][C:3]([NH:6][S:7]([C:10]1[S:14][C:13]([NH2:15])=[N:12][CH:11]=1)(=[O:9])=[O:8])([CH3:5])[CH3:4], predict the reactants needed to synthesize it. (2) Given the product [CH3:1][O:2][C:3]1[CH:4]=[C:5]([C:11]2[C:12]([CH3:20])([CH2:17][CH2:18][CH3:19])[C:13](=[O:16])[N:14]([CH:32]3[CH2:37][CH2:36][NH:35][CH2:34][CH2:33]3)[N:15]=2)[CH:6]=[CH:7][C:8]=1[O:9][CH3:10], predict the reactants needed to synthesize it. The reactants are: [CH3:1][O:2][C:3]1[CH:4]=[C:5]([C:11]2[C:12]([CH3:20])([CH2:17][CH2:18][CH3:19])[C:13](=[O:16])[NH:14][N:15]=2)[CH:6]=[CH:7][C:8]=1[O:9][CH3:10].CC1C=CC(S(O[CH:32]2[CH2:37][CH2:36][N:35](C(OC(C)(C)C)=O)[CH2:34][CH2:33]2)(=O)=O)=CC=1. (3) Given the product [CH3:36][N:31]1[C:32]2[C:28](=[CH:27][C:26]([C:24]([C:20]3[N:21]=[CH:22][N:23]=[C:18]([N:1]4[CH2:2][CH2:3][CH:4]([N:7]5[C:15]6[C:10](=[N:11][CH:12]=[CH:13][CH:14]=6)[NH:9][C:8]5=[O:16])[CH2:5][CH2:6]4)[CH:19]=3)=[O:25])=[CH:34][C:33]=2[CH3:35])[C:29]([CH3:38])([CH3:37])[CH2:30]1, predict the reactants needed to synthesize it. The reactants are: [NH:1]1[CH2:6][CH2:5][CH:4]([N:7]2[C:15]3[C:10](=[N:11][CH:12]=[CH:13][CH:14]=3)[NH:9][C:8]2=[O:16])[CH2:3][CH2:2]1.Cl[C:18]1[N:23]=[CH:22][N:21]=[C:20]([C:24]([C:26]2[CH:27]=[C:28]3[C:32](=[C:33]([CH3:35])[CH:34]=2)[N:31]([CH3:36])[CH2:30][C:29]3([CH3:38])[CH3:37])=[O:25])[CH:19]=1.CCN(C(C)C)C(C)C.